Dataset: Peptide-MHC class II binding affinity with 134,281 pairs from IEDB. Task: Regression. Given a peptide amino acid sequence and an MHC pseudo amino acid sequence, predict their binding affinity value. This is MHC class II binding data. (1) The peptide sequence is FTSLEYIEAAKWLLP. The MHC is HLA-DQA10501-DQB10301 with pseudo-sequence HLA-DQA10501-DQB10301. The binding affinity (normalized) is 0.301. (2) The peptide sequence is INELTAAAIAYGLDR. The MHC is HLA-DQA10102-DQB10602 with pseudo-sequence HLA-DQA10102-DQB10602. The binding affinity (normalized) is 0.992. (3) The peptide sequence is AGWDTVLQSITTILA. The MHC is HLA-DPA10201-DPB10501 with pseudo-sequence HLA-DPA10201-DPB10501. The binding affinity (normalized) is 0. (4) The binding affinity (normalized) is 0.587. The peptide sequence is AFKVAATAAPAAPAN. The MHC is DRB1_0901 with pseudo-sequence DRB1_0901. (5) The peptide sequence is SKAYANMWSLMYFHK. The binding affinity (normalized) is 0.756. The MHC is DRB1_1301 with pseudo-sequence DRB1_1301. (6) The peptide sequence is SLGFKVLDGSPISLR. The MHC is DRB1_0101 with pseudo-sequence DRB1_0101. The binding affinity (normalized) is 0.738.